This data is from Forward reaction prediction with 1.9M reactions from USPTO patents (1976-2016). The task is: Predict the product of the given reaction. Given the reactants O.[NH2:2][NH2:3].[OH:4][C:5]1[CH:14]=[C:13]2[C:8]([C:9](=O)[C:10]([C:16]3[CH:21]=[CH:20][C:19]([O:22][CH3:23])=[CH:18][CH:17]=3)=[C:11]([CH3:15])[O:12]2)=[CH:7][CH:6]=1, predict the reaction product. The product is: [CH3:23][O:22][C:19]1[CH:20]=[CH:21][C:16]([C:10]2[C:9]([C:8]3[CH:7]=[CH:6][C:5]([OH:4])=[CH:14][C:13]=3[OH:12])=[N:2][NH:3][C:11]=2[CH3:15])=[CH:17][CH:18]=1.